This data is from Forward reaction prediction with 1.9M reactions from USPTO patents (1976-2016). The task is: Predict the product of the given reaction. (1) Given the reactants [CH3:1][C:2]1[CH:6]=[C:5]([NH2:7])[NH:4][N:3]=1.CC1C=CC(S(O)(=O)=O)=CC=1.[Br:19][CH:20]([CH:23]=O)[CH:21]=O, predict the reaction product. The product is: [Br:19][C:20]1[CH:21]=[N:7][C:5]2[N:4]([N:3]=[C:2]([CH3:1])[CH:6]=2)[CH:23]=1. (2) Given the reactants [Br:1][C:2]1[C:3]([C:7]([NH2:9])=[O:8])=[N:4][NH:5][CH:6]=1.Br[CH2:11][C:12]([O:14][C:15]([CH3:18])([CH3:17])[CH3:16])=[O:13].C(=O)([O-])[O-].[K+].[K+], predict the reaction product. The product is: [Br:1][C:2]1[C:3]([C:7](=[O:8])[NH2:9])=[N:4][N:5]([CH2:11][C:12]([O:14][C:15]([CH3:18])([CH3:17])[CH3:16])=[O:13])[CH:6]=1.